Dataset: Protein-peptide binding for MDM2, ACE2, and 12ca5 with 34 validated binders. Task: Binary Classification. Given protein and peptide amino acid sequences, predict whether they interact or not. (1) The protein target is MDM2 with sequence MCNTNMSVPTDGAVTTSQIPASEQETLVRPKPLLLKLLKSVGAQKDTYTMKEVLFYLGQYIMTKRLYDEKQQHIVYCSNDLLGDLFGVPSFSVKEHRKIYTMIYRNLVVVNQQESSDSGTSVSENRCHLEGGSDQKDLVQELQEEKPSSSHLVSRPSTSSRRRAISETEENSDELSGERQRKRHKSDSISLSFDESLALCVIREICCERSSSSESTGTPSNPDLDAGVSEHSGDWLDQDSVSDQFSVEFEVESLDSEDYSLSEEGQELSDEDDEVYQVTVYQAGESDTDSFEEDPEISLADYWKCTSCNEMNPPLPSHCNRCWALRENWLPEDKGKDKGEISEKAKLENSTQAEEGFDVPDCKKTIVNDSRESCVEENDDKITQASQSQESEDYSQPSTSSSIIYSSQEDVKEFEREETQDKEESVESSLPLNAIEPCVICQGRPKNGCIVHGKTGHLMACFTCAKKLKKRNKPCPVCRQPIQMIVLTYFP. The peptide is ASFAEYWAALAAK. (2) The protein target is MDM2 with sequence MCNTNMSVPTDGAVTTSQIPASEQETLVRPKPLLLKLLKSVGAQKDTYTMKEVLFYLGQYIMTKRLYDEKQQHIVYCSNDLLGDLFGVPSFSVKEHRKIYTMIYRNLVVVNQQESSDSGTSVSENRCHLEGGSDQKDLVQELQEEKPSSSHLVSRPSTSSRRRAISETEENSDELSGERQRKRHKSDSISLSFDESLALCVIREICCERSSSSESTGTPSNPDLDAGVSEHSGDWLDQDSVSDQFSVEFEVESLDSEDYSLSEEGQELSDEDDEVYQVTVYQAGESDTDSFEEDPEISLADYWKCTSCNEMNPPLPSHCNRCWALRENWLPEDKGKDKGEISEKAKLENSTQAEEGFDVPDCKKTIVNDSRESCVEENDDKITQASQSQESEDYSQPSTSSSIIYSSQEDVKEFEREETQDKEESVESSLPLNAIEPCVICQGRPKNGCIVHGKTGHLMACFTCAKKLKKRNKPCPVCRQPIQMIVLTYFP. The peptide is AAFAAAWALAAAK. (3) The protein target is MDM2 with sequence MCNTNMSVPTDGAVTTSQIPASEQETLVRPKPLLLKLLKSVGAQKDTYTMKEVLFYLGQYIMTKRLYDEKQQHIVYCSNDLLGDLFGVPSFSVKEHRKIYTMIYRNLVVVNQQESSDSGTSVSENRCHLEGGSDQKDLVQELQEEKPSSSHLVSRPSTSSRRRAISETEENSDELSGERQRKRHKSDSISLSFDESLALCVIREICCERSSSSESTGTPSNPDLDAGVSEHSGDWLDQDSVSDQFSVEFEVESLDSEDYSLSEEGQELSDEDDEVYQVTVYQAGESDTDSFEEDPEISLADYWKCTSCNEMNPPLPSHCNRCWALRENWLPEDKGKDKGEISEKAKLENSTQAEEGFDVPDCKKTIVNDSRESCVEENDDKITQASQSQESEDYSQPSTSSSIIYSSQEDVKEFEREETQDKEESVESSLPLNAIEPCVICQGRPKNGCIVHGKTGHLMACFTCAKKLKKRNKPCPVCRQPIQMIVLTYFP. The peptide is ASAAAYWALAAAK. (4) The protein target is MDM2 with sequence MCNTNMSVPTDGAVTTSQIPASEQETLVRPKPLLLKLLKSVGAQKDTYTMKEVLFYLGQYIMTKRLYDEKQQHIVYCSNDLLGDLFGVPSFSVKEHRKIYTMIYRNLVVVNQQESSDSGTSVSENRCHLEGGSDQKDLVQELQEEKPSSSHLVSRPSTSSRRRAISETEENSDELSGERQRKRHKSDSISLSFDESLALCVIREICCERSSSSESTGTPSNPDLDAGVSEHSGDWLDQDSVSDQFSVEFEVESLDSEDYSLSEEGQELSDEDDEVYQVTVYQAGESDTDSFEEDPEISLADYWKCTSCNEMNPPLPSHCNRCWALRENWLPEDKGKDKGEISEKAKLENSTQAEEGFDVPDCKKTIVNDSRESCVEENDDKITQASQSQESEDYSQPSTSSSIIYSSQEDVKEFEREETQDKEESVESSLPLNAIEPCVICQGRPKNGCIVHGKTGHLMACFTCAKKLKKRNKPCPVCRQPIQMIVLTYFP. The peptide is ASFAEYWAALAAK. The binding affinity (KD) is 2.30 nM. (5) The protein target is MDM2 with sequence MCNTNMSVPTDGAVTTSQIPASEQETLVRPKPLLLKLLKSVGAQKDTYTMKEVLFYLGQYIMTKRLYDEKQQHIVYCSNDLLGDLFGVPSFSVKEHRKIYTMIYRNLVVVNQQESSDSGTSVSENRCHLEGGSDQKDLVQELQEEKPSSSHLVSRPSTSSRRRAISETEENSDELSGERQRKRHKSDSISLSFDESLALCVIREICCERSSSSESTGTPSNPDLDAGVSEHSGDWLDQDSVSDQFSVEFEVESLDSEDYSLSEEGQELSDEDDEVYQVTVYQAGESDTDSFEEDPEISLADYWKCTSCNEMNPPLPSHCNRCWALRENWLPEDKGKDKGEISEKAKLENSTQAEEGFDVPDCKKTIVNDSRESCVEENDDKITQASQSQESEDYSQPSTSSSIIYSSQEDVKEFEREETQDKEESVESSLPLNAIEPCVICQGRPKNGCIVHGKTGHLMACFTCAKKLKKRNKPCPVCRQPIQMIVLTYFP. The peptide is TAFAEYWAALSAK. (6) The protein target is MDM2 with sequence MCNTNMSVPTDGAVTTSQIPASEQETLVRPKPLLLKLLKSVGAQKDTYTMKEVLFYLGQYIMTKRLYDEKQQHIVYCSNDLLGDLFGVPSFSVKEHRKIYTMIYRNLVVVNQQESSDSGTSVSENRCHLEGGSDQKDLVQELQEEKPSSSHLVSRPSTSSRRRAISETEENSDELSGERQRKRHKSDSISLSFDESLALCVIREICCERSSSSESTGTPSNPDLDAGVSEHSGDWLDQDSVSDQFSVEFEVESLDSEDYSLSEEGQELSDEDDEVYQVTVYQAGESDTDSFEEDPEISLADYWKCTSCNEMNPPLPSHCNRCWALRENWLPEDKGKDKGEISEKAKLENSTQAEEGFDVPDCKKTIVNDSRESCVEENDDKITQASQSQESEDYSQPSTSSSIIYSSQEDVKEFEREETQDKEESVESSLPLNAIEPCVICQGRPKNGCIVHGKTGHLMACFTCAKKLKKRNKPCPVCRQPIQMIVLTYFP. The peptide is TAFAAYWAALAAK. The binding affinity (KD) is 3.40 nM. (7) The protein target is MDM2 with sequence MCNTNMSVPTDGAVTTSQIPASEQETLVRPKPLLLKLLKSVGAQKDTYTMKEVLFYLGQYIMTKRLYDEKQQHIVYCSNDLLGDLFGVPSFSVKEHRKIYTMIYRNLVVVNQQESSDSGTSVSENRCHLEGGSDQKDLVQELQEEKPSSSHLVSRPSTSSRRRAISETEENSDELSGERQRKRHKSDSISLSFDESLALCVIREICCERSSSSESTGTPSNPDLDAGVSEHSGDWLDQDSVSDQFSVEFEVESLDSEDYSLSEEGQELSDEDDEVYQVTVYQAGESDTDSFEEDPEISLADYWKCTSCNEMNPPLPSHCNRCWALRENWLPEDKGKDKGEISEKAKLENSTQAEEGFDVPDCKKTIVNDSRESCVEENDDKITQASQSQESEDYSQPSTSSSIIYSSQEDVKEFEREETQDKEESVESSLPLNAIEPCVICQGRPKNGCIVHGKTGHLMACFTCAKKLKKRNKPCPVCRQPIQMIVLTYFP. The peptide is AAFAEYWNALSPK. (8) The protein target is MDM2 with sequence MCNTNMSVPTDGAVTTSQIPASEQETLVRPKPLLLKLLKSVGAQKDTYTMKEVLFYLGQYIMTKRLYDEKQQHIVYCSNDLLGDLFGVPSFSVKEHRKIYTMIYRNLVVVNQQESSDSGTSVSENRCHLEGGSDQKDLVQELQEEKPSSSHLVSRPSTSSRRRAISETEENSDELSGERQRKRHKSDSISLSFDESLALCVIREICCERSSSSESTGTPSNPDLDAGVSEHSGDWLDQDSVSDQFSVEFEVESLDSEDYSLSEEGQELSDEDDEVYQVTVYQAGESDTDSFEEDPEISLADYWKCTSCNEMNPPLPSHCNRCWALRENWLPEDKGKDKGEISEKAKLENSTQAEEGFDVPDCKKTIVNDSRESCVEENDDKITQASQSQESEDYSQPSTSSSIIYSSQEDVKEFEREETQDKEESVESSLPLNAIEPCVICQGRPKNGCIVHGKTGHLMACFTCAKKLKKRNKPCPVCRQPIQMIVLTYFP. The peptide is TSFAEYWNLLSAK.